Task: Predict the product of the given reaction.. Dataset: Forward reaction prediction with 1.9M reactions from USPTO patents (1976-2016) (1) Given the reactants [NH2:1][C:2]1[N:7]=[C:6]([N:8]([CH3:15])[C:9]2[CH:14]=[CH:13][CH:12]=[CH:11][CH:10]=2)[N:5]=[C:4]([C:16]2[N:20]=[C:19]([C:21]3[C:26]([OH:27])=[CH:25][CH:24]=[CH:23][N:22]=3)[O:18][N:17]=2)[N:3]=1.[OH-].[K+].[F:30][C:31]([F:35])([F:34])[CH2:32]I, predict the reaction product. The product is: [CH3:15][N:8]([C:9]1[CH:10]=[CH:11][CH:12]=[CH:13][CH:14]=1)[C:6]1[N:7]=[C:2]([NH2:1])[N:3]=[C:4]([C:16]2[N:20]=[C:19]([C:21]3[C:26]([O:27][CH2:32][C:31]([F:35])([F:34])[F:30])=[CH:25][CH:24]=[CH:23][N:22]=3)[O:18][N:17]=2)[N:5]=1. (2) Given the reactants [CH3:1][O:2][C:3]1[CH:4]=[C:5]([CH:11]2[CH2:16][CH:15]([C:17]([F:20])([F:19])[F:18])[N:14]3[N:21]=[C:22]([C:24]4[CH:25]=[C:26]([CH:30]=[CH:31][CH:32]=4)[C:27]([OH:29])=O)[CH:23]=[C:13]3[NH:12]2)[CH:6]=[CH:7][C:8]=1[O:9][CH3:10].[NH2:33][C@H:34]1[CH2:38][CH2:37][N:36]([C:39]([O:41][C:42]([CH3:45])([CH3:44])[CH3:43])=[O:40])[CH2:35]1, predict the reaction product. The product is: [CH3:1][O:2][C:3]1[CH:4]=[C:5]([CH:11]2[CH2:16][CH:15]([C:17]([F:20])([F:19])[F:18])[N:14]3[N:21]=[C:22]([C:24]4[CH:25]=[C:26]([CH:30]=[CH:31][CH:32]=4)[C:27]([NH:33][C@H:34]4[CH2:38][CH2:37][N:36]([C:39]([O:41][C:42]([CH3:45])([CH3:44])[CH3:43])=[O:40])[CH2:35]4)=[O:29])[CH:23]=[C:13]3[NH:12]2)[CH:6]=[CH:7][C:8]=1[O:9][CH3:10]. (3) Given the reactants [NH2:1][C:2]1[CH:3]=[CH:4][C:5]([O:8][CH3:9])=[N:6][CH:7]=1.[N:10]([O-])=O.[Na+].O.O.[Sn](Cl)Cl.[OH-].[K+], predict the reaction product. The product is: [NH:1]([C:2]1[CH:3]=[CH:4][C:5]([O:8][CH3:9])=[N:6][CH:7]=1)[NH2:10]. (4) Given the reactants C(=O)([O-])[O-].[K+].[K+].[F:7][C:8]1[C:13](B(O)O)=[CH:12][CH:11]=[CH:10][N:9]=1.Br[C:18]1[CH:31]=[C:30]2[C:21]([O:22][C:23]3[C:24]([F:43])=[CH:25][C:26]([O:41][CH3:42])=[CH:27][C:28]=3[C:29]32[C:35]2=[N:36][CH2:37][CH2:38][CH2:39][N:34]2[C:33]([NH2:40])=[N:32]3)=[CH:20][CH:19]=1, predict the reaction product. The product is: [F:43][C:24]1[C:23]2[O:22][C:21]3[C:30](=[CH:31][C:18]([C:13]4[C:8]([F:7])=[N:9][CH:10]=[CH:11][CH:12]=4)=[CH:19][CH:20]=3)[C:29]3([C:35]4=[N:36][CH2:37][CH2:38][CH2:39][N:34]4[C:33]([NH2:40])=[N:32]3)[C:28]=2[CH:27]=[C:26]([O:41][CH3:42])[CH:25]=1. (5) Given the reactants [CH3:1][CH:2]([CH3:10])[C:3](=O)[CH2:4][C:5]([O:7][CH3:8])=[O:6].COC(OC)[N:14]([CH3:16])C.O.[NH2:20]N, predict the reaction product. The product is: [CH3:1][CH:2]([C:3]1[C:4]([C:5]([O:7][CH3:8])=[O:6])=[CH:16][NH:14][N:20]=1)[CH3:10]. (6) Given the reactants [F:1][C:2]1[CH:7]=[CH:6][N:5]=[C:4]2[N:8]([Si:11]([CH:18]([CH3:20])[CH3:19])([CH:15]([CH3:17])[CH3:16])[CH:12]([CH3:14])[CH3:13])[CH:9]=[CH:10][C:3]=12.C([Li])(CC)C.C1CCCCC1.C(Br)(Br)(Br)[Br:33], predict the reaction product. The product is: [Br:33][C:7]1[C:2]([F:1])=[C:3]2[CH:10]=[CH:9][N:8]([Si:11]([CH:15]([CH3:17])[CH3:16])([CH:18]([CH3:20])[CH3:19])[CH:12]([CH3:13])[CH3:14])[C:4]2=[N:5][CH:6]=1. (7) Given the reactants [C:1]([Si:5]([CH3:18])([CH3:17])[O:6][C:7]1[CH:8]=[CH:9][C:10]2[O:15][CH2:14][CH2:13][NH:12][C:11]=2[CH:16]=1)([CH3:4])([CH3:3])[CH3:2].Br[C:20]1[CH:21]=[N:22][C:23]([O:28][CH3:29])=[C:24]([CH:27]=1)[C:25]#[N:26].CC([O-])(C)C.[Na+], predict the reaction product. The product is: [C:1]([Si:5]([CH3:18])([CH3:17])[O:6][C:7]1[CH:8]=[CH:9][C:10]2[O:15][CH2:14][CH2:13][N:12]([C:20]3[CH:21]=[N:22][C:23]([O:28][CH3:29])=[C:24]([CH:27]=3)[C:25]#[N:26])[C:11]=2[CH:16]=1)([CH3:4])([CH3:3])[CH3:2]. (8) Given the reactants C(OC([N:8]1[CH2:15][CH2:14][N:13]([C:16]2[C:17]3[CH:24]=[CH:23][NH:22][C:18]=3[N:19]=[CH:20][N:21]=2)[CH2:12][C:9]21[CH2:11][CH2:10]2)=O)(C)(C)C.Cl, predict the reaction product. The product is: [CH2:11]1[C:9]2([CH2:12][N:13]([C:16]3[C:17]4[CH:24]=[CH:23][NH:22][C:18]=4[N:19]=[CH:20][N:21]=3)[CH2:14][CH2:15][NH:8]2)[CH2:10]1. (9) Given the reactants [Cl:1][C:2]1[CH:7]=[C:6]([C:8]2[CH:13]=[CH:12][C:11]([C:14]([F:17])([F:16])[F:15])=[CH:10][N:9]=2)[CH:5]=[C:4](Cl)[N:3]=1.[F-:19].[K+], predict the reaction product. The product is: [Cl:1][C:2]1[CH:7]=[C:6]([C:8]2[CH:13]=[CH:12][C:11]([C:14]([F:17])([F:16])[F:15])=[CH:10][N:9]=2)[CH:5]=[C:4]([F:19])[N:3]=1.